Dataset: Forward reaction prediction with 1.9M reactions from USPTO patents (1976-2016). Task: Predict the product of the given reaction. (1) Given the reactants C([O:3][C:4]([C:6]1[CH:37]=[CH:36][C:9]2[N:10]([CH:30]3[CH2:35][CH2:34][CH2:33][CH2:32][CH2:31]3)[C:11]([C:13]3[CH:14]=[C:15]4[C:20](=[CH:21][CH:22]=3)[N:19]=[C:18]([C:23]3[CH:28]=[CH:27][CH:26]=[CH:25][CH:24]=3)[CH:17]=[C:16]4Cl)=[N:12][C:8]=2[CH:7]=1)=[O:5])C.C1(N2C3C=CC(C(O)=O)=CC=3N=C2C2C=C3C(=CC=2)N=C(C2C=CC=CC=2)C=C3N(C)C)CCCCC1.[C:75]1([SH:81])[CH:80]=[CH:79][CH:78]=[CH:77][CH:76]=1, predict the reaction product. The product is: [CH:30]1([N:10]2[C:9]3[CH:36]=[CH:37][C:6]([C:4]([OH:3])=[O:5])=[CH:7][C:8]=3[N:12]=[C:11]2[C:13]2[CH:14]=[C:15]3[C:20](=[CH:21][CH:22]=2)[N:19]=[C:18]([C:23]2[CH:24]=[CH:25][CH:26]=[CH:27][CH:28]=2)[CH:17]=[C:16]3[S:81][C:75]2[CH:80]=[CH:79][CH:78]=[CH:77][CH:76]=2)[CH2:35][CH2:34][CH2:33][CH2:32][CH2:31]1. (2) Given the reactants C(OC([N:8]([CH2:39][C:40]([O:42]C(C)(C)C)=[O:41])[C:9]1[CH:14]=[CH:13][CH:12]=[C:11]([CH:15]([CH2:26][C:27]2[CH:32]=[CH:31][C:30]([C:33]3[S:34][C:35]([Cl:38])=[CH:36][N:37]=3)=[CH:29][CH:28]=2)[NH:16][S:17]([C:20]2[CH:25]=[CH:24][CH:23]=[CH:22][N:21]=2)(=[O:19])=[O:18])[N:10]=1)=O)(C)(C)C.C(OC(N(CC(OC(C)(C)C)=O)C1C=CC=C(C(CC2C=CC(C3SC(C)=CN=3)=CC=2)NS(C2C=CC=CN=2)(=O)=O)N=1)=O)(C)(C)C, predict the reaction product. The product is: [Cl:38][C:35]1[S:34][C:33]([C:30]2[CH:29]=[CH:28][C:27]([CH2:26][CH:15]([NH:16][S:17]([C:20]3[CH:25]=[CH:24][CH:23]=[CH:22][N:21]=3)(=[O:19])=[O:18])[C:11]3[N:10]=[C:9]([NH:8][CH2:39][C:40]([OH:42])=[O:41])[CH:14]=[CH:13][CH:12]=3)=[CH:32][CH:31]=2)=[N:37][CH:36]=1.